From a dataset of Retrosynthesis with 50K atom-mapped reactions and 10 reaction types from USPTO. Predict the reactants needed to synthesize the given product. Given the product CCOC(=O)C(C)n1nc(C)cc1C, predict the reactants needed to synthesize it. The reactants are: CCOC(=O)C(C)Br.Cc1cc(C)[nH]n1.